The task is: Predict the reaction yield, written as a fraction of the theoretical maximum amount of product (1.0 means a 100% yield; for example, 0.34 means a 34% yield).. This data is from Reaction yield outcomes from USPTO patents with 853,638 reactions. (1) The yield is 0.360. The product is [Cl:29][C:23]1[CH:24]=[CH:25][C:26]([Cl:28])=[CH:27][C:22]=1[CH2:21][N:20]1[CH2:19][CH2:18][NH:17][C:16]2[N:30]=[CH:31][C:13]([C:10]3[CH:11]=[N:12][C:7]([N:1]4[CH2:5][CH2:4][CH2:3][CH2:2]4)=[CH:8][CH:9]=3)=[CH:14][C:15]1=2. No catalyst specified. The reactants are [NH:1]1[CH2:5][CH2:4][CH2:3][CH2:2]1.Cl[C:7]1[N:12]=[CH:11][C:10]([C:13]2[CH:31]=[N:30][C:16]3[NH:17][CH2:18][CH2:19][N:20]([CH2:21][C:22]4[CH:27]=[C:26]([Cl:28])[CH:25]=[CH:24][C:23]=4[Cl:29])[C:15]=3[CH:14]=2)=[CH:9][CH:8]=1. (2) The reactants are [CH3:1][S:2]([CH2:5][CH2:6][CH2:7][O:8][C:9]1[CH:10]=[C:11]2[C:15](=[C:16]([N+:18]([O-])=O)[CH:17]=1)[NH:14][C:13]([C:21]([O:23][CH2:24][CH3:25])=[O:22])=[CH:12]2)(=[O:4])=[O:3]. The catalyst is [C].[Pd].O1CCCC1. The product is [NH2:18][C:16]1[CH:17]=[C:9]([O:8][CH2:7][CH2:6][CH2:5][S:2]([CH3:1])(=[O:4])=[O:3])[CH:10]=[C:11]2[C:15]=1[NH:14][C:13]([C:21]([O:23][CH2:24][CH3:25])=[O:22])=[CH:12]2. The yield is 0.780. (3) The reactants are [C:1]([O:4][C@H:5]([C:34]1[CH:39]=[CH:38][C:37]([F:40])=[CH:36][CH:35]=1)[CH2:6][CH2:7][C@H:8]1[C:11](=[O:12])[N:10]([C:13]2[CH:18]=[CH:17][C:16]([O:19][S:20]([C:23]([F:26])([F:25])[F:24])(=[O:22])=[O:21])=[CH:15][CH:14]=2)[C@@H:9]1[C:27]1[CH:32]=[CH:31][C:30](I)=[CH:29][CH:28]=1)(=[O:3])[CH3:2].C([O:44][C:45]1([C:53]#[CH:54])C[O:49][C:48](C)([CH3:51])[O:47][CH2:46]1)(=O)C.C(N([CH2:60][CH3:61])CC)C.[OH2:62].CN([CH:66]=[O:67])C. The catalyst is [Cu]I. The product is [C:1]([O:4][C@H:5]([C:34]1[CH:39]=[CH:38][C:37]([F:40])=[CH:36][CH:35]=1)[CH2:6][CH2:7][C@H:8]1[C:11](=[O:12])[N:10]([C:13]2[CH:18]=[CH:17][C:16]([O:19][S:20]([C:23]([F:26])([F:25])[F:24])(=[O:22])=[O:21])=[CH:15][CH:14]=2)[C@@H:9]1[C:27]1[CH:32]=[CH:31][C:30]([C:54]#[C:53][C:45]([CH2:66][O:67][C:60](=[O:62])[CH3:61])([OH:44])[CH2:46][O:47][C:48](=[O:49])[CH3:51])=[CH:29][CH:28]=1)(=[O:3])[CH3:2]. The yield is 0.500. (4) The reactants are C[O:2][C:3](=O)[C:4]1[CH:9]=[CH:8][C:7]([Br:10])=[CH:6][CH:5]=1.O.[NH2:13][NH2:14]. The catalyst is C(O)C. The product is [Br:10][C:7]1[CH:8]=[CH:9][C:4]([C:3]([NH:13][NH2:14])=[O:2])=[CH:5][CH:6]=1. The yield is 0.670. (5) The reactants are C(N(CC)CC)C.Br[C:9]1[CH:14]=[CH:13][C:12]([F:15])=[C:11]([F:16])[CH:10]=1.[CH3:17][Si:18]([C:21]#[CH:22])([CH3:20])[CH3:19]. The catalyst is C(OCC)(=O)C.[Cu]I.C1(C=CC=CC=1)[P](C1C=CC=CC=1)(C1C=CC=CC=1)[Pd][P](C1C=CC=CC=1)(C1C=CC=CC=1)C1C=CC=CC=1. The product is [F:16][C:11]1[CH:10]=[C:9]([C:22]#[C:21][Si:18]([CH3:20])([CH3:19])[CH3:17])[CH:14]=[CH:13][C:12]=1[F:15]. The yield is 1.00. (6) The reactants are [F:1][C:2]1[CH:3]=[C:4]([N:8]2[C:12]([C:13]([O:15]CC)=[O:14])=[CH:11][C:10]([CH:18]([CH3:20])[CH3:19])=[N:9]2)[CH:5]=[CH:6][CH:7]=1.O.[OH-].[Li+].C1COCC1.C(O)C. The catalyst is O. The product is [F:1][C:2]1[CH:3]=[C:4]([N:8]2[C:12]([C:13]([OH:15])=[O:14])=[CH:11][C:10]([CH:18]([CH3:20])[CH3:19])=[N:9]2)[CH:5]=[CH:6][CH:7]=1. The yield is 0.780. (7) The reactants are Cl.[C:2](Cl)(=[O:9])[C:3]1[CH:8]=[CH:7][N:6]=[CH:5][CH:4]=1.C(N(CC)CC)C.ClCCl.[NH2:21][C:22]1[CH:27]=[C:26]([C:28]([F:31])([F:30])[F:29])[CH:25]=[CH:24][C:23]=1[N:32]1[CH2:38][CH2:37][CH2:36][CH2:35][CH2:34][CH2:33]1. The catalyst is O. The product is [N:32]1([C:23]2[CH:24]=[CH:25][C:26]([C:28]([F:30])([F:31])[F:29])=[CH:27][C:22]=2[NH:21][C:2](=[O:9])[C:3]2[CH:8]=[CH:7][N:6]=[CH:5][CH:4]=2)[CH2:33][CH2:34][CH2:35][CH2:36][CH2:37][CH2:38]1. The yield is 0.970.